The task is: Predict the product of the given reaction.. This data is from Forward reaction prediction with 1.9M reactions from USPTO patents (1976-2016). Given the reactants [CH2:1]([N:8]1[C:13](=[O:14])[C:12]([O:15][CH3:16])=[C:11](Cl)[CH:10]=[N:9]1)[C:2]1[CH:7]=[CH:6][CH:5]=[CH:4][CH:3]=1.[Cl:18][C:19]1[CH:24]=[CH:23][C:22](B(O)O)=[CH:21][CH:20]=1.C1(C)C=CC=CC=1.C([O-])([O-])=O.[Na+].[Na+], predict the reaction product. The product is: [CH2:1]([N:8]1[C:13](=[O:14])[C:12]([O:15][CH3:16])=[C:11]([C:22]2[CH:23]=[CH:24][C:19]([Cl:18])=[CH:20][CH:21]=2)[CH:10]=[N:9]1)[C:2]1[CH:7]=[CH:6][CH:5]=[CH:4][CH:3]=1.